Dataset: Full USPTO retrosynthesis dataset with 1.9M reactions from patents (1976-2016). Task: Predict the reactants needed to synthesize the given product. (1) Given the product [CH3:16][C:7]([C:10]1[CH:11]=[CH:12][CH:13]=[CH:14][CH:15]=1)([CH2:8][O:9][CH:30]1[CH2:31][CH2:32][CH2:33][CH2:34][O:29]1)[CH2:6][CH2:5][CH2:4][CH2:3][CH2:2][NH2:1], predict the reactants needed to synthesize it. The reactants are: [NH2:1][CH2:2][CH2:3][CH2:4][CH2:5][CH2:6][C:7]([CH3:16])([C:10]1[CH:15]=[CH:14][CH:13]=[CH:12][CH:11]=1)[CH2:8][OH:9].CC1C=CC(S(O)(=O)=O)=CC=1.O.[O:29]1[CH:34]=[CH:33][CH2:32][CH2:31][CH2:30]1.C([O-])([O-])=O.[K+].[K+]. (2) Given the product [Br:1][C:2]1[CH:3]=[CH:4][C:5]2[O:9][CH:8]([CH:10]3[CH2:11][CH2:12][N:13]([S:27]([CH2:24][CH2:25][CH3:26])(=[O:29])=[O:28])[CH2:14][CH2:15]3)[CH2:7][C:6]=2[CH:16]=1, predict the reactants needed to synthesize it. The reactants are: [Br:1][C:2]1[CH:3]=[CH:4][C:5]2[O:9][CH:8]([CH:10]3[CH2:15][CH2:14][NH:13][CH2:12][CH2:11]3)[CH2:7][C:6]=2[CH:16]=1.CCN(CC)CC.[CH2:24]([S:27](Cl)(=[O:29])=[O:28])[CH2:25][CH3:26]. (3) Given the product [O:1]1[C:10]2[C:5](=[CH:6][CH:7]=[CH:8][CH:9]=2)[CH2:4][CH:3]([NH:11][C:12]([C:14]2[CH:15]=[CH:16][C:17]([O:18][C:19]3[CH:28]=[C:27]4[C:22]([CH:23]([C:29]([OH:31])=[O:30])[CH2:24][CH2:25][O:26]4)=[CH:21][C:20]=3[C:33]#[N:34])=[CH:35][CH:36]=2)=[O:13])[CH2:2]1, predict the reactants needed to synthesize it. The reactants are: [O:1]1[C:10]2[C:5](=[CH:6][CH:7]=[CH:8][CH:9]=2)[CH2:4][CH:3]([NH:11][C:12]([C:14]2[CH:36]=[CH:35][C:17]([O:18][C:19]3[CH:28]=[C:27]4[C:22]([CH:23]([C:29]([O:31]C)=[O:30])[CH2:24][CH2:25][O:26]4)=[CH:21][C:20]=3[C:33]#[N:34])=[CH:16][CH:15]=2)=[O:13])[CH2:2]1.O[Li].O.O1CCOCC1.Cl.